Dataset: Forward reaction prediction with 1.9M reactions from USPTO patents (1976-2016). Task: Predict the product of the given reaction. (1) Given the reactants BrC1[CH:14]=[C:13]2[C:5]([C:6]3[CH:7]=[CH:8][C:9]([N:23]4[CH2:28][CH2:27][CH2:26][CH2:25][CH2:24]4)=[CH:10][C:11]=3[C:12]2([CH2:19][CH2:20]CC)[CH2:15][CH2:16][CH2:17][CH3:18])=[CH:4][CH:3]=1.[O:29]1CCCC1.C([Li])CCC, predict the reaction product. The product is: [CH2:19]([C:12]1([CH2:13][CH3:14])[C:15]2[CH:16]=[C:17]([CH:18]=[O:29])[CH:3]=[CH:4][C:5]=2[C:6]2[C:11]1=[CH:10][C:9]([N:23]1[CH2:28][CH2:27][CH2:26][CH2:25][CH2:24]1)=[CH:8][CH:7]=2)[CH3:20]. (2) Given the reactants C(O)(=[O:3])C.[CH3:5][C:6]1[C:11]([CH3:12])=[CH:10][C:9]([CH3:13])=[CH:8][N:7]=1.OO.S([O-])([O-])=O.[Na+].[Na+].C(=O)([O-])[O-].[Na+].[Na+], predict the reaction product. The product is: [CH3:5][C:6]1[C:11]([CH3:12])=[CH:10][C:9]([CH3:13])=[CH:8][N+:7]=1[O-:3]. (3) Given the reactants S(Cl)([Cl:3])=O.O[CH:6]([NH:12][C:13](=[O:18])[C:14]([CH3:17])([CH3:16])[CH3:15])[C:7]([O:9][CH2:10][CH3:11])=[O:8].CN(C)C=O, predict the reaction product. The product is: [Cl:3][CH:6]([NH:12][C:13](=[O:18])[C:14]([CH3:17])([CH3:16])[CH3:15])[C:7]([O:9][CH2:10][CH3:11])=[O:8]. (4) Given the reactants Br[C:2]1[CH:3]=[C:4]([C:7]([NH:9][C:10]2[O:11][C:12]([C:15]3[O:16][CH:17]=[CH:18][CH:19]=3)=[N:13][N:14]=2)=[O:8])[S:5][CH:6]=1.[CH2:20]([C:22]1[CH:27]=[CH:26][C:25]([C:28]2[CH:33]=[CH:32][C:31](B(O)O)=[CH:30][CH:29]=2)=[CH:24][CH:23]=1)[CH3:21], predict the reaction product. The product is: [CH2:20]([C:22]1[CH:27]=[CH:26][C:25]([C:28]2[CH:33]=[CH:32][C:31]([C:2]3[CH:3]=[C:4]([C:7]([NH:9][C:10]4[O:11][C:12]([C:15]5[O:16][CH:17]=[CH:18][CH:19]=5)=[N:13][N:14]=4)=[O:8])[S:5][CH:6]=3)=[CH:30][CH:29]=2)=[CH:24][CH:23]=1)[CH3:21]. (5) Given the reactants [Cl:1][C:2]1[N:3]=[C:4]([C:9]([NH:11][C@H:12]2[CH2:17][CH2:16][N:15]([C:18]3[O:19][C:20]([CH3:30])=[C:21]([C:23]([O:25]CCCC)=[O:24])[N:22]=3)[CH2:14][C@H:13]2[O:31][CH2:32][CH2:33][CH3:34])=[O:10])[NH:5][C:6]=1[CH2:7][CH3:8].[OH-].[Li+].CO, predict the reaction product. The product is: [Cl:1][C:2]1[N:3]=[C:4]([C:9]([NH:11][C@H:12]2[CH2:17][CH2:16][N:15]([C:18]3[O:19][C:20]([CH3:30])=[C:21]([C:23]([OH:25])=[O:24])[N:22]=3)[CH2:14][C@H:13]2[O:31][CH2:32][CH2:33][CH3:34])=[O:10])[NH:5][C:6]=1[CH2:7][CH3:8]. (6) Given the reactants [C:1]1([SH:7])[CH:6]=[CH:5][CH:4]=[CH:3][CH:2]=1.[Br:8][C:9]1[C:22]2[C:13](=[N:14][C:15]3[C:20]([C:21]=2Cl)=[CH:19][CH:18]=[C:17]([O:24][CH3:25])[CH:16]=3)[CH:12]=[CH:11][C:10]=1[O:26][CH3:27].[H-].[Na+], predict the reaction product. The product is: [Br:8][C:9]1[C:22]2[C:13](=[N:14][C:15]3[C:20]([C:21]=2[S:7][C:1]2[CH:6]=[CH:5][CH:4]=[CH:3][CH:2]=2)=[CH:19][CH:18]=[C:17]([O:24][CH3:25])[CH:16]=3)[CH:12]=[CH:11][C:10]=1[O:26][CH3:27]. (7) The product is: [CH2:1]1[CH:5]([CH2:6][CH2:7][CH2:8][CH2:9][C:10]([OH:12])=[O:11])[S:4][S:3][CH2:2]1. Given the reactants [CH2:1]1[C@@H:5]([CH2:6][CH2:7][CH2:8][CH2:9][C:10]([OH:12])=[O:11])[S:4][S:3][CH2:2]1.O=S(Cl)Cl, predict the reaction product. (8) Given the reactants O=[C:2]([CH3:15])[CH2:3][C:4]1[O:9][C:8](=[O:10])[C:7]2[CH:11]=[CH:12][CH:13]=[CH:14][C:6]=2[N:5]=1.[NH:16]([CH2:18][C:19]1[CH:20]=[N:21][CH:22]=[CH:23][CH:24]=1)[NH2:17].ClCC1C=NC=CC=1, predict the reaction product. The product is: [CH3:15][C:2]1[CH:3]=[C:4]([NH:5][C:6]2[CH:14]=[CH:13][CH:12]=[CH:11][C:7]=2[C:8]([OH:9])=[O:10])[N:16]([CH2:18][C:19]2[CH:20]=[N:21][CH:22]=[CH:23][CH:24]=2)[N:17]=1.